From a dataset of NCI-60 drug combinations with 297,098 pairs across 59 cell lines. Regression. Given two drug SMILES strings and cell line genomic features, predict the synergy score measuring deviation from expected non-interaction effect. (1) Drug 1: CCC1=C2CN3C(=CC4=C(C3=O)COC(=O)C4(CC)O)C2=NC5=C1C=C(C=C5)O. Drug 2: C(CCl)NC(=O)N(CCCl)N=O. Cell line: OVCAR3. Synergy scores: CSS=39.5, Synergy_ZIP=1.53, Synergy_Bliss=1.13, Synergy_Loewe=-52.8, Synergy_HSA=1.32. (2) Drug 1: CS(=O)(=O)CCNCC1=CC=C(O1)C2=CC3=C(C=C2)N=CN=C3NC4=CC(=C(C=C4)OCC5=CC(=CC=C5)F)Cl. Drug 2: CCN(CC)CCCC(C)NC1=C2C=C(C=CC2=NC3=C1C=CC(=C3)Cl)OC. Cell line: SNB-75. Synergy scores: CSS=21.9, Synergy_ZIP=-5.14, Synergy_Bliss=-0.477, Synergy_Loewe=3.71, Synergy_HSA=4.14. (3) Drug 1: C1=NC2=C(N1)C(=S)N=C(N2)N. Drug 2: C1=CC=C(C=C1)NC(=O)CCCCCCC(=O)NO. Cell line: IGROV1. Synergy scores: CSS=44.2, Synergy_ZIP=2.48, Synergy_Bliss=5.73, Synergy_Loewe=3.41, Synergy_HSA=6.09. (4) Synergy scores: CSS=29.1, Synergy_ZIP=1.39, Synergy_Bliss=1.96, Synergy_Loewe=1.65, Synergy_HSA=1.65. Drug 1: CC12CCC3C(C1CCC2=O)CC(=C)C4=CC(=O)C=CC34C. Drug 2: C1=CC=C(C(=C1)C(C2=CC=C(C=C2)Cl)C(Cl)Cl)Cl. Cell line: TK-10. (5) Drug 1: CCN(CC)CCCC(C)NC1=C2C=C(C=CC2=NC3=C1C=CC(=C3)Cl)OC. Drug 2: C(CN)CNCCSP(=O)(O)O. Cell line: U251. Synergy scores: CSS=5.57, Synergy_ZIP=4.71, Synergy_Bliss=7.25, Synergy_Loewe=-4.96, Synergy_HSA=-0.155.